Dataset: Full USPTO retrosynthesis dataset with 1.9M reactions from patents (1976-2016). Task: Predict the reactants needed to synthesize the given product. Given the product [CH2:38]([N:36]([S:33]([N:6]([CH2:5][C:4]([OH:41])=[O:3])[CH2:7][C:8]1[CH:13]=[CH:12][CH:11]=[C:10]([O:14][CH2:15][CH2:16][C:17]2[N:18]=[C:19]([C:23]3[CH:24]=[CH:25][C:26]([C:29]([F:30])([F:31])[F:32])=[CH:27][CH:28]=3)[O:20][C:21]=2[CH3:22])[CH:9]=1)(=[O:35])=[O:34])[CH3:37])[CH:39]=[CH2:40], predict the reactants needed to synthesize it. The reactants are: C([O:3][C:4](=[O:41])[CH2:5][N:6]([S:33]([N:36]([CH2:38][CH:39]=[CH2:40])[CH3:37])(=[O:35])=[O:34])[CH2:7][C:8]1[CH:13]=[CH:12][CH:11]=[C:10]([O:14][CH2:15][CH2:16][C:17]2[N:18]=[C:19]([C:23]3[CH:28]=[CH:27][C:26]([C:29]([F:32])([F:31])[F:30])=[CH:25][CH:24]=3)[O:20][C:21]=2[CH3:22])[CH:9]=1)C.O.[OH-].[Li+].